From a dataset of Forward reaction prediction with 1.9M reactions from USPTO patents (1976-2016). Predict the product of the given reaction. Given the reactants [Br:1][C:2]1[CH:10]=[CH:9][C:5]([C:6]([OH:8])=[O:7])=[CH:4][C:3]=1[CH3:11].C(OC(O[C:15]([CH3:18])([CH3:17])[CH3:16])=O)(O[C:15]([CH3:18])([CH3:17])[CH3:16])=O, predict the reaction product. The product is: [Br:1][C:2]1[CH:10]=[CH:9][C:5]([C:6]([O:8][C:15]([CH3:18])([CH3:17])[CH3:16])=[O:7])=[CH:4][C:3]=1[CH3:11].